Dataset: Reaction yield outcomes from USPTO patents with 853,638 reactions. Task: Predict the reaction yield, written as a fraction of the theoretical maximum amount of product (1.0 means a 100% yield; for example, 0.34 means a 34% yield). (1) The reactants are [C:1]([C:5]1[CH:10]=[CH:9][CH:8]=[CH:7][C:6]=1[N:11]1[CH2:16][CH2:15][N:14]([C:17]([C:19]2[CH:28]=[CH:27][C:22]([C:23]([O:25]C)=[O:24])=[CH:21][CH:20]=2)=[O:18])[CH2:13][CH2:12]1)([CH3:4])([CH3:3])[CH3:2].[OH-].[Na+].CO.Cl. The catalyst is O1CCCC1. The product is [C:1]([C:5]1[CH:10]=[CH:9][CH:8]=[CH:7][C:6]=1[N:11]1[CH2:12][CH2:13][N:14]([C:17]([C:19]2[CH:20]=[CH:21][C:22]([C:23]([OH:25])=[O:24])=[CH:27][CH:28]=2)=[O:18])[CH2:15][CH2:16]1)([CH3:4])([CH3:2])[CH3:3]. The yield is 0.990. (2) The reactants are [CH2:1]([N:8]([CH:13]=O)[CH2:9][C:10](O)=O)[C:2]1[CH:7]=[CH:6][CH:5]=[CH:4][CH:3]=1.[C:15]([O:19][CH2:20][CH3:21])(=[O:18])[C:16]#C. The catalyst is C(OC(=O)C)(=O)C. The product is [CH2:1]([N:8]1[CH:9]=[CH:10][C:16]([C:15]([O:19][CH2:20][CH3:21])=[O:18])=[CH:13]1)[C:2]1[CH:3]=[CH:4][CH:5]=[CH:6][CH:7]=1. The yield is 0.940. (3) The reactants are [C:1]([NH:4][C:5]1[CH:10]=[CH:9][C:8]([S:11](Cl)(=[O:13])=[O:12])=[CH:7][CH:6]=1)(=[O:3])[CH3:2].[NH2:15][C:16]1[S:17][C:18]([CH2:21][OH:22])=[N:19][N:20]=1.Cl. The catalyst is N1C=CC=CC=1. The product is [OH:22][CH2:21][C:18]1[S:17][C:16]([NH:15][S:11]([C:8]2[CH:9]=[CH:10][C:5]([NH:4][C:1](=[O:3])[CH3:2])=[CH:6][CH:7]=2)(=[O:13])=[O:12])=[N:20][N:19]=1. The yield is 0.820. (4) The reactants are [Li]CCCC.CCCCCC.Br[C:13]1[CH:14]=[C:15]2[C:19](=[CH:20][CH:21]=1)[NH:18][C:17](=[O:22])[C:16]2([O:25][CH3:26])[O:23][CH3:24].[Cl:27][C:28]1[CH:39]=[CH:38][C:31]([C:32](N(OC)C)=[O:33])=[CH:30][CH:29]=1. The catalyst is C1COCC1. The product is [Cl:27][C:28]1[CH:39]=[CH:38][C:31]([C:32]([C:13]2[CH:14]=[C:15]3[C:19](=[CH:20][CH:21]=2)[NH:18][C:17](=[O:22])[C:16]3([O:25][CH3:26])[O:23][CH3:24])=[O:33])=[CH:30][CH:29]=1. The yield is 0.420. (5) The product is [CH3:9][O:10][C:11]1[CH:12]=[C:13](/[C:14](=[CH:7]/[C:3]2[CH:2]=[N:1][CH:6]=[CH:5][CH:4]=2)/[C:15]#[N:16])[CH:17]=[CH:18][C:19]=1[O:20][CH3:21]. The yield is 0.900. The reactants are [N:1]1[CH:6]=[CH:5][CH:4]=[C:3]([CH:7]=O)[CH:2]=1.[CH3:9][O:10][C:11]1[CH:12]=[C:13]([CH:17]=[CH:18][C:19]=1[O:20][CH3:21])[CH2:14][C:15]#[N:16]. No catalyst specified. (6) The reactants are [Br:1][C:2]1[CH:7]=[CH:6][C:5]([NH:8][C:9](=[O:20])[C:10]2[CH:15]=[CH:14][C:13](Cl)=[C:12]([N+:17]([O-:19])=[O:18])[CH:11]=2)=[CH:4][CH:3]=1.[C:21]([NH:28][C:29]1[CH:34]=[CH:33][C:32]([OH:35])=[CH:31][CH:30]=1)([O:23][C:24]([CH3:27])([CH3:26])[CH3:25])=[O:22].C(=O)([O-])[O-].[K+].[K+]. The catalyst is CN(C)C=O. The product is [C:24]([O:23][C:21](=[O:22])[NH:28][C:29]1[CH:30]=[CH:31][C:32]([O:35][C:13]2[CH:14]=[CH:15][C:10]([C:9](=[O:20])[NH:8][C:5]3[CH:6]=[CH:7][C:2]([Br:1])=[CH:3][CH:4]=3)=[CH:11][C:12]=2[N+:17]([O-:19])=[O:18])=[CH:33][CH:34]=1)([CH3:27])([CH3:25])[CH3:26]. The yield is 0.970.